This data is from TCR-epitope binding with 47,182 pairs between 192 epitopes and 23,139 TCRs. The task is: Binary Classification. Given a T-cell receptor sequence (or CDR3 region) and an epitope sequence, predict whether binding occurs between them. The epitope is IYSKHTPINL. The TCR CDR3 sequence is CASSQDPGYEQYF. Result: 0 (the TCR does not bind to the epitope).